From a dataset of Catalyst prediction with 721,799 reactions and 888 catalyst types from USPTO. Predict which catalyst facilitates the given reaction. (1) Reactant: [H-].[Na+].[CH3:3][C:4]1[N:19]2[C:7]([CH2:8][C:9]3[C:17]4[CH:16]=[CH:15][CH:14]=[CH:13][C:12]=4[NH:11][C:10]=3[CH2:18]2)=[C:6]([C:20]([O:22][CH3:23])=[O:21])[C:5]=1[C:24]([O:26][CH3:27])=[O:25].I[CH3:29].CO. Product: [CH3:3][C:4]1[N:19]2[C:7]([CH2:8][C:9]3[C:17]4[CH:16]=[CH:15][CH:14]=[CH:13][C:12]=4[N:11]([CH3:29])[C:10]=3[CH2:18]2)=[C:6]([C:20]([O:22][CH3:23])=[O:21])[C:5]=1[C:24]([O:26][CH3:27])=[O:25]. The catalyst class is: 3. (2) Reactant: [CH2:1]([O:3][C:4](=[O:12])[C:5]1[CH:10]=[CH:9][CH:8]=[C:7]([OH:11])[CH:6]=1)[CH3:2].[H-].[Na+].Br[CH2:16][CH2:17][CH2:18][O:19][CH3:20]. Product: [CH2:1]([O:3][C:4](=[O:12])[C:5]1[CH:10]=[CH:9][CH:8]=[C:7]([O:11][CH2:16][CH2:17][CH2:18][O:19][CH3:20])[CH:6]=1)[CH3:2]. The catalyst class is: 1. (3) Reactant: [C:1]([O:5][C:6]([N:8]1[CH2:11][CH2:10][CH:9]1[C:12]1(O)[O:16][N:15]=[C:14]([C:17]2[CH:22]=[CH:21][CH:20]=[CH:19][N:18]=2)[CH2:13]1)=[O:7])([CH3:4])([CH3:3])[CH3:2].[OH-].[K+]. Product: [C:1]([O:5][C:6]([N:8]1[CH2:11][CH2:10][CH:9]1[C:12]1[O:16][N:15]=[C:14]([C:17]2[CH:22]=[CH:21][CH:20]=[CH:19][N:18]=2)[CH:13]=1)=[O:7])([CH3:4])([CH3:2])[CH3:3]. The catalyst class is: 8. (4) Reactant: [OH-].[Na+].[F:3][CH2:4][C@@H:5]([CH3:33])[CH2:6][N:7]1[C@H:19]([CH3:20])[CH2:18][C:17]2[C:16]3[C:11](=[CH:12][CH:13]=[CH:14][CH:15]=3)[NH:10][C:9]=2[C@H:8]1[C:21]1[CH:26]=[CH:25][C:24](/[CH:27]=[CH:28]/[C:29]([O:31]C)=[O:30])=[CH:23][CH:22]=1. The catalyst class is: 5. Product: [F:3][CH2:4][C@@H:5]([CH3:33])[CH2:6][N:7]1[C@H:19]([CH3:20])[CH2:18][C:17]2[C:16]3[C:11](=[CH:12][CH:13]=[CH:14][CH:15]=3)[NH:10][C:9]=2[C@H:8]1[C:21]1[CH:22]=[CH:23][C:24](/[CH:27]=[CH:28]/[C:29]([OH:31])=[O:30])=[CH:25][CH:26]=1. (5) Reactant: [N+:1]([C:4]1[CH:9]=[C:8]([N+:10]([O-:12])=[O:11])[CH:7]=[CH:6][C:5]=1[O:13]N)([O-:3])=[O:2].[NH2:15][C:16]1[N:26]=[CH:25][CH:24]=[CH:23][C:17]=1[C:18]([O:20][CH2:21][CH3:22])=[O:19]. Product: [N+:1]([C:4]1[CH:9]=[C:8]([N+:10]([O-:12])=[O:11])[CH:7]=[CH:6][C:5]=1[O-:13])([O-:3])=[O:2].[NH2:1][N+:26]1[CH:25]=[CH:24][CH:23]=[C:17]([C:18]([O:20][CH2:21][CH3:22])=[O:19])[C:16]=1[NH2:15]. The catalyst class is: 23.